This data is from CYP3A4 inhibition data for predicting drug metabolism from PubChem BioAssay. The task is: Regression/Classification. Given a drug SMILES string, predict its absorption, distribution, metabolism, or excretion properties. Task type varies by dataset: regression for continuous measurements (e.g., permeability, clearance, half-life) or binary classification for categorical outcomes (e.g., BBB penetration, CYP inhibition). Dataset: cyp3a4_veith. The molecule is N[C@H](C(=O)N[C@@H]1C(=O)N2C(C(=O)O)=C(Cl)CS[C@@H]12)c1ccccc1. The result is 0 (non-inhibitor).